Predict the product of the given reaction. From a dataset of Forward reaction prediction with 1.9M reactions from USPTO patents (1976-2016). Given the reactants [O:1]1[C:5]([C:6]2[S:10][C:9]([S:11](Cl)(=[O:13])=[O:12])=[CH:8][CH:7]=2)=[CH:4][CH:3]=[N:2]1.[NH2:15][C:16]1[CH:17]=[C:18]([C:22]2[NH:26][N:25]=[N:24][N:23]=2)[CH:19]=[CH:20][CH:21]=1, predict the reaction product. The product is: [O:1]1[C:5]([C:6]2[S:10][C:9]([S:11]([NH:15][C:16]3[CH:21]=[CH:20][CH:19]=[C:18]([C:22]4[NH:26][N:25]=[N:24][N:23]=4)[CH:17]=3)(=[O:13])=[O:12])=[CH:8][CH:7]=2)=[CH:4][CH:3]=[N:2]1.